From a dataset of Peptide-MHC class I binding affinity with 185,985 pairs from IEDB/IMGT. Regression. Given a peptide amino acid sequence and an MHC pseudo amino acid sequence, predict their binding affinity value. This is MHC class I binding data. (1) The peptide sequence is RKLTNPANK. The MHC is HLA-A02:03 with pseudo-sequence HLA-A02:03. The binding affinity (normalized) is 0.0847. (2) The peptide sequence is FELKNSTTI. The MHC is HLA-A02:06 with pseudo-sequence HLA-A02:06. The binding affinity (normalized) is 0.201. (3) The peptide sequence is EEFLQCGRL. The MHC is HLA-B15:01 with pseudo-sequence HLA-B15:01. The binding affinity (normalized) is 0.0847. (4) The peptide sequence is TVLDHILQK. The MHC is HLA-B57:01 with pseudo-sequence HLA-B57:01. The binding affinity (normalized) is 0.0847. (5) The peptide sequence is ALWDSNFFT. The MHC is HLA-A02:06 with pseudo-sequence HLA-A02:06. The binding affinity (normalized) is 0.0713. (6) The peptide sequence is LILSCIFAFI. The MHC is HLA-A02:06 with pseudo-sequence HLA-A02:06. The binding affinity (normalized) is 0.654. (7) The peptide sequence is AMVGAVLTA. The MHC is HLA-A02:01 with pseudo-sequence HLA-A02:01. The binding affinity (normalized) is 0.600. (8) The MHC is H-2-Db with pseudo-sequence H-2-Db. The peptide sequence is IAEITRQYM. The binding affinity (normalized) is 0. (9) The peptide sequence is SILLYASL. The MHC is H-2-Db with pseudo-sequence H-2-Db. The binding affinity (normalized) is 0.130. (10) The peptide sequence is RLAQRVFNNY. The MHC is HLA-A24:02 with pseudo-sequence HLA-A24:02. The binding affinity (normalized) is 0.00706.